From a dataset of Forward reaction prediction with 1.9M reactions from USPTO patents (1976-2016). Predict the product of the given reaction. (1) Given the reactants [F:1][CH:2]([F:32])[O:3][C:4]1[CH:5]=[C:6]([N:14]([CH2:25][C:26]2[CH:27]=[N:28][CH:29]=[CH:30][CH:31]=2)[C:15]2[CH:16]=[C:17]([CH:21]([NH2:24])[CH2:22][OH:23])[CH:18]=[CH:19][CH:20]=2)[CH:7]=[CH:8][C:9]=1[O:10][CH:11]([F:13])[F:12].[C:33](O[C:33]([O:35][C:36]([CH3:39])([CH3:38])[CH3:37])=[O:34])([O:35][C:36]([CH3:39])([CH3:38])[CH3:37])=[O:34].C(=O)([O-])[O-].[K+].[K+], predict the reaction product. The product is: [F:32][CH:2]([F:1])[O:3][C:4]1[CH:5]=[C:6]([N:14]([CH2:25][C:26]2[CH:27]=[N:28][CH:29]=[CH:30][CH:31]=2)[C:15]2[CH:16]=[C:17]([CH:21]([NH:24][C:33]([O:35][C:36]([CH3:39])([CH3:38])[CH3:37])=[O:34])[CH2:22][OH:23])[CH:18]=[CH:19][CH:20]=2)[CH:7]=[CH:8][C:9]=1[O:10][CH:11]([F:13])[F:12]. (2) Given the reactants [Br:1][C:2]1[CH:3]=[C:4]2[C:8](=[CH:9][CH:10]=1)[CH2:7][NH:6][CH2:5]2.[C:11]([O:15][C:16](O[C:16]([O:15][C:11]([CH3:14])([CH3:13])[CH3:12])=[O:17])=[O:17])([CH3:14])([CH3:13])[CH3:12], predict the reaction product. The product is: [C:11]([O:15][C:16]([N:6]1[CH2:5][C:4]2[C:8](=[CH:9][CH:10]=[C:2]([Br:1])[CH:3]=2)[CH2:7]1)=[O:17])([CH3:14])([CH3:13])[CH3:12]. (3) Given the reactants [NH2:1][C:2]1[C:3]([OH:26])=[N:4][C:5]([C:8]2[N:9]=[C:10]([C:21]3([CH3:25])[CH2:24][O:23][CH2:22]3)[NH:11][C:12]=2[C:13]2[CH:18]=[CH:17][C:16]([F:19])=[CH:15][C:14]=2[F:20])=[CH:6][CH:7]=1.[N:27]([C@@H:30]([CH3:35])[CH2:31][CH2:32][O:33][CH3:34])=[C:28]=S.C(N=C=NC(C)C)(C)C, predict the reaction product. The product is: [F:20][C:14]1[CH:15]=[C:16]([F:19])[CH:17]=[CH:18][C:13]=1[C:12]1[NH:11][C:10]([C:21]2([CH3:25])[CH2:22][O:23][CH2:24]2)=[N:9][C:8]=1[C:5]1[N:4]=[C:3]2[O:26][C:28]([NH:27][C@@H:30]([CH3:35])[CH2:31][CH2:32][O:33][CH3:34])=[N:1][C:2]2=[CH:7][CH:6]=1. (4) Given the reactants C([O-])=O.[NH4+].[CH2:5]([O:12][CH2:13][CH2:14][C@H:15]1[CH2:20][CH2:19][C@H:18]([C@H:21]2[CH2:25][CH2:24][CH2:23][N:22]2[C@@H](C2C=CC=CC=2)CO)[CH2:17][CH2:16]1)[C:6]1[CH:11]=[CH:10][CH:9]=[CH:8][CH:7]=1, predict the reaction product. The product is: [CH2:5]([O:12][CH2:13][CH2:14][C@H:15]1[CH2:20][CH2:19][C@H:18]([C@H:21]2[CH2:25][CH2:24][CH2:23][NH:22]2)[CH2:17][CH2:16]1)[C:6]1[CH:11]=[CH:10][CH:9]=[CH:8][CH:7]=1. (5) Given the reactants [C:1]([O:5][C:6]([N:8]1[CH2:13][CH2:12][N:11]([C:14]2[CH:19]=[CH:18][C:17](Br)=[CH:16][C:15]=2[CH:21]2[CH2:26][CH2:25][C:24]([CH3:28])([CH3:27])[CH2:23][CH2:22]2)[CH2:10][CH2:9]1)=[O:7])([CH3:4])([CH3:3])[CH3:2].[CH3:29][C@H:30]1[O:35][C@@H:34]([CH3:36])[CH2:33][NH:32][CH2:31]1.CC(C)([O-])C.[Na+].F[B-](F)(F)F.C([PH+](C(C)(C)C)C(C)(C)C)(C)(C)C, predict the reaction product. The product is: [C:1]([O:5][C:6]([N:8]1[CH2:13][CH2:12][N:11]([C:14]2[CH:19]=[CH:18][C:17]([N:32]3[CH2:31][C@H:30]([CH3:29])[O:35][C@H:34]([CH3:36])[CH2:33]3)=[CH:16][C:15]=2[CH:21]2[CH2:26][CH2:25][C:24]([CH3:28])([CH3:27])[CH2:23][CH2:22]2)[CH2:10][CH2:9]1)=[O:7])([CH3:4])([CH3:3])[CH3:2].